From a dataset of NCI-60 drug combinations with 297,098 pairs across 59 cell lines. Regression. Given two drug SMILES strings and cell line genomic features, predict the synergy score measuring deviation from expected non-interaction effect. (1) Drug 1: COC1=CC(=CC(=C1O)OC)C2C3C(COC3=O)C(C4=CC5=C(C=C24)OCO5)OC6C(C(C7C(O6)COC(O7)C8=CC=CS8)O)O. Drug 2: N.N.Cl[Pt+2]Cl. Cell line: NCI-H460. Synergy scores: CSS=42.5, Synergy_ZIP=1.37, Synergy_Bliss=1.90, Synergy_Loewe=-25.8, Synergy_HSA=1.27. (2) Drug 1: COC1=C2C(=CC3=C1OC=C3)C=CC(=O)O2. Drug 2: N.N.Cl[Pt+2]Cl. Cell line: HOP-62. Synergy scores: CSS=25.0, Synergy_ZIP=-4.80, Synergy_Bliss=-7.01, Synergy_Loewe=-14.6, Synergy_HSA=-6.20. (3) Drug 1: CC=C1C(=O)NC(C(=O)OC2CC(=O)NC(C(=O)NC(CSSCCC=C2)C(=O)N1)C(C)C)C(C)C. Drug 2: CC(C)(C#N)C1=CC(=CC(=C1)CN2C=NC=N2)C(C)(C)C#N. Cell line: SNB-75. Synergy scores: CSS=20.3, Synergy_ZIP=-4.67, Synergy_Bliss=-1.25, Synergy_Loewe=-40.3, Synergy_HSA=-1.29. (4) Drug 1: CC1C(C(=O)NC(C(=O)N2CCCC2C(=O)N(CC(=O)N(C(C(=O)O1)C(C)C)C)C)C(C)C)NC(=O)C3=C4C(=C(C=C3)C)OC5=C(C(=O)C(=C(C5=N4)C(=O)NC6C(OC(=O)C(N(C(=O)CN(C(=O)C7CCCN7C(=O)C(NC6=O)C(C)C)C)C)C(C)C)C)N)C. Drug 2: C1CN1C2=NC(=NC(=N2)N3CC3)N4CC4. Cell line: RPMI-8226. Synergy scores: CSS=62.1, Synergy_ZIP=2.57, Synergy_Bliss=5.21, Synergy_Loewe=-1.31, Synergy_HSA=0.302. (5) Drug 2: CC1=C(C(=O)C2=C(C1=O)N3CC4C(C3(C2COC(=O)N)OC)N4)N. Drug 1: C1CCN(CC1)CCOC2=CC=C(C=C2)C(=O)C3=C(SC4=C3C=CC(=C4)O)C5=CC=C(C=C5)O. Synergy scores: CSS=51.7, Synergy_ZIP=-2.54, Synergy_Bliss=-1.92, Synergy_Loewe=-31.3, Synergy_HSA=-2.43. Cell line: SF-295.